From a dataset of Full USPTO retrosynthesis dataset with 1.9M reactions from patents (1976-2016). Predict the reactants needed to synthesize the given product. (1) Given the product [Cl:13][C:9]1[CH:8]=[C:7]2[C:12](=[CH:11][CH:10]=1)[C:3](=[O:2])[NH:4][CH:5]([CH3:14])[CH2:6]2, predict the reactants needed to synthesize it. The reactants are: C[O:2][C:3](=O)[NH:4][CH:5]([CH3:14])[CH2:6][C:7]1[CH:12]=[CH:11][CH:10]=[C:9]([Cl:13])[CH:8]=1.N. (2) The reactants are: [CH2:1]([O:8][N:9]1[C:14](=[O:15])[CH:13]=[C:12](OS(C(F)(F)F)(=O)=O)[C:11]([C:24]([O:26][CH2:27][CH3:28])=[O:25])=[CH:10]1)[C:2]1[CH:7]=[CH:6][CH:5]=[CH:4][CH:3]=1.[F:29][C:30]1[CH:36]=[CH:35][C:33]([NH2:34])=[C:32]([CH3:37])[CH:31]=1. Given the product [CH2:1]([O:8][N:9]1[C:14](=[O:15])[CH:13]=[C:12]([NH:34][C:33]2[CH:35]=[CH:36][C:30]([F:29])=[CH:31][C:32]=2[CH3:37])[C:11]([C:24]([O:26][CH2:27][CH3:28])=[O:25])=[CH:10]1)[C:2]1[CH:3]=[CH:4][CH:5]=[CH:6][CH:7]=1, predict the reactants needed to synthesize it.